Dataset: Peptide-MHC class I binding affinity with 185,985 pairs from IEDB/IMGT. Task: Regression. Given a peptide amino acid sequence and an MHC pseudo amino acid sequence, predict their binding affinity value. This is MHC class I binding data. The peptide sequence is NQDLNGNWY. The MHC is HLA-A26:01 with pseudo-sequence HLA-A26:01. The binding affinity (normalized) is 0.0330.